Dataset: Catalyst prediction with 721,799 reactions and 888 catalyst types from USPTO. Task: Predict which catalyst facilitates the given reaction. (1) Reactant: [CH3:1][Si:2]([CH3:44])([CH3:43])[CH2:3][CH2:4][O:5][C:6](=[O:42])[CH:7]([CH2:33][CH:34]=[CH:35][CH2:36][P:37]([OH:41])([O:39][CH3:40])=[O:38])[CH2:8][C:9]([CH3:32])=[CH:10][CH2:11][C:12]1[C:13]([O:25][CH2:26][CH2:27][Si:28]([CH3:31])([CH3:30])[CH3:29])=[C:14]2[C:18](=[C:19]([CH3:23])[C:20]=1[O:21][CH3:22])[CH2:17][O:16][C:15]2=[O:24].C1CN([P+](ON2N=NC3C=CC=CC2=3)(N2CCCC2)N2CCCC2)CC1.F[P-](F)(F)(F)(F)F.[C:78]([O:83][CH2:84][CH3:85])(=[O:82])[C@H:79]([CH3:81])O.CCN(C(C)C)C(C)C. Product: [CH3:44][Si:2]([CH3:43])([CH3:1])[CH2:3][CH2:4][O:5][C:6](=[O:42])[CH:7]([CH2:33][CH:34]=[CH:35][CH2:36][P:37]([O:41][CH:79]([C:78]([O:83][CH2:84][CH3:85])=[O:82])[CH3:81])([O:39][CH3:40])=[O:38])[CH2:8][C:9]([CH3:32])=[CH:10][CH2:11][C:12]1[C:13]([O:25][CH2:26][CH2:27][Si:28]([CH3:31])([CH3:30])[CH3:29])=[C:14]2[C:18](=[C:19]([CH3:23])[C:20]=1[O:21][CH3:22])[CH2:17][O:16][C:15]2=[O:24]. The catalyst class is: 3. (2) Reactant: [CH2:1]([O:8][C@H:9]1[C@H:14]([O:15][CH2:16][C:17]2[CH:22]=[CH:21][CH:20]=[CH:19][CH:18]=2)[C@@H:13]([O:23][CH2:24][C:25]2[CH:30]=[CH:29][CH:28]=[CH:27][CH:26]=2)[C@@:12]([C:33]2[CH:38]=[CH:37][C:36]([Cl:39])=[C:35]([CH2:40][C:41]3[CH:46]=[CH:45][C:44]([O:47][CH2:48][C:49]4[CH:54]=[CH:53][CH:52]=[CH:51][CH:50]=4)=[CH:43][CH:42]=3)[CH:34]=2)([O:31][CH3:32])[O:11][C@@:10]1([CH2:57][OH:58])[CH:55]=[O:56])[C:2]1[CH:7]=[CH:6][CH:5]=[CH:4][CH:3]=1.[BH4-].[Na+]. Product: [CH2:1]([O:8][C@H:9]1[C@H:14]([O:15][CH2:16][C:17]2[CH:18]=[CH:19][CH:20]=[CH:21][CH:22]=2)[C@@H:13]([O:23][CH2:24][C:25]2[CH:30]=[CH:29][CH:28]=[CH:27][CH:26]=2)[C@@:12]([C:33]2[CH:38]=[CH:37][C:36]([Cl:39])=[C:35]([CH2:40][C:41]3[CH:42]=[CH:43][C:44]([O:47][CH2:48][C:49]4[CH:50]=[CH:51][CH:52]=[CH:53][CH:54]=4)=[CH:45][CH:46]=3)[CH:34]=2)([O:31][CH3:32])[O:11][C:10]1([CH2:57][OH:58])[CH2:55][OH:56])[C:2]1[CH:3]=[CH:4][CH:5]=[CH:6][CH:7]=1. The catalyst class is: 5. (3) The catalyst class is: 7. Product: [Cl:1][C:2]1[CH:3]=[C:4]([C:9]2([C:21]([F:22])([F:24])[F:23])[O:13][N:12]=[C:11]([C:14]3[CH:15]=[C:16]([NH:17][C:25](=[O:32])[C:26]4[CH:31]=[CH:30][CH:29]=[CH:28][CH:27]=4)[CH:18]=[CH:19][CH:20]=3)[CH2:10]2)[CH:5]=[C:6]([Cl:8])[CH:7]=1. Reactant: [Cl:1][C:2]1[CH:3]=[C:4]([C:9]2([C:21]([F:24])([F:23])[F:22])[O:13][N:12]=[C:11]([C:14]3[CH:15]=[C:16]([CH:18]=[CH:19][CH:20]=3)[NH2:17])[CH2:10]2)[CH:5]=[C:6]([Cl:8])[CH:7]=1.[C:25](Cl)(=[O:32])[C:26]1[CH:31]=[CH:30][CH:29]=[CH:28][CH:27]=1.C(N(CC)CC)C.O.